The task is: Predict the product of the given reaction.. This data is from Forward reaction prediction with 1.9M reactions from USPTO patents (1976-2016). (1) Given the reactants [NH:1]1[C:5]2[CH2:6][CH2:7][CH2:8][C:4]=2[C:3]([C:9]#[N:10])=[N:2]1.C(=O)([O-])[O-].[Cs+].[Cs+].[F:17][C:18]1[CH:25]=[CH:24][CH:23]=[CH:22][C:19]=1[CH2:20]Br, predict the reaction product. The product is: [F:17][C:18]1[CH:25]=[CH:24][CH:23]=[CH:22][C:19]=1[CH2:20][N:1]1[C:5]2[CH2:6][CH2:7][CH2:8][C:4]=2[C:3]([C:9]#[N:10])=[N:2]1. (2) Given the reactants C([O:3][C:4]([CH:6]1[CH2:11][CH2:10][C:9]([C:12]2[CH:20]=[C:19]3[C:15]([C:16]([CH2:28][CH3:29])=[N:17][N:18]3[C:21]3[CH:26]=[CH:25][C:24]([F:27])=[CH:23][CH:22]=3)=[CH:14][CH:13]=2)=[CH:8][CH2:7]1)=[O:5])C.O1CCCC1.[OH-].[Na+], predict the reaction product. The product is: [CH2:28]([C:16]1[C:15]2[C:19](=[CH:20][C:12]([C:9]3[CH2:10][CH2:11][CH:6]([C:4]([OH:5])=[O:3])[CH2:7][CH:8]=3)=[CH:13][CH:14]=2)[N:18]([C:21]2[CH:22]=[CH:23][C:24]([F:27])=[CH:25][CH:26]=2)[N:17]=1)[CH3:29]. (3) Given the reactants [N+:1]([C:4]1[CH:9]=[CH:8][N:7]=[C:6]([NH2:10])[CH:5]=1)([O-:3])=[O:2].[CH:11]1([C:14](Cl)=[O:15])[CH2:13][CH2:12]1, predict the reaction product. The product is: [N+:1]([C:4]1[CH:9]=[CH:8][N:7]=[C:6]([NH:10][C:14]([CH:11]2[CH2:13][CH2:12]2)=[O:15])[CH:5]=1)([O-:3])=[O:2]. (4) Given the reactants [O:1]=[C:2]1[CH2:6][CH:5]([CH2:7][CH2:8][CH3:9])[CH2:4][N:3]1[CH2:10][C:11]1[N:15]([CH2:16][C:17]([OH:19])=O)[CH:14]=[N:13][CH:12]=1.C(N(CC)CC)C.[CH2:27]([NH2:34])[C:28]1[CH:33]=[CH:32][CH:31]=[CH:30][CH:29]=1.CN(C(ON1N=NC2C=CC=CC1=2)=[N+](C)C)C.[B-](F)(F)(F)F, predict the reaction product. The product is: [CH2:27]([NH:34][C:17](=[O:19])[CH2:16][N:15]1[C:11]([CH2:10][N:3]2[CH2:4][CH:5]([CH2:7][CH2:8][CH3:9])[CH2:6][C:2]2=[O:1])=[CH:12][N:13]=[CH:14]1)[C:28]1[CH:33]=[CH:32][CH:31]=[CH:30][CH:29]=1. (5) Given the reactants [CH:1]1([CH2:9][OH:10])[CH:5]2[CH2:6][CH2:7][CH2:8][CH:4]2[CH2:3][NH:2]1.CCN(C(C)C)C(C)C.[F:20][C:21]1[CH:26]=[CH:25][C:24]([C:27]2[S:31][C:30]([CH3:32])=[N:29][C:28]=2[C:33](O)=[O:34])=[CH:23][CH:22]=1.CN(C(ON1N=NC2C=CC=NC1=2)=[N+](C)C)C.F[P-](F)(F)(F)(F)F, predict the reaction product. The product is: [F:20][C:21]1[CH:22]=[CH:23][C:24]([C:27]2[S:31][C:30]([CH3:32])=[N:29][C:28]=2[C:33]([N:2]2[CH2:3][CH:4]3[CH2:8][CH2:7][CH2:6][CH:5]3[CH:1]2[CH2:9][OH:10])=[O:34])=[CH:25][CH:26]=1. (6) Given the reactants [C:1]([C:3]1[CH:8]=[CH:7][C:6]([CH:9]2[C:14]([C:15]([O:17][CH2:18][CH3:19])=[O:16])=[C:13]([CH3:20])[N:12]([C:21]3[CH:26]=[CH:25][CH:24]=[C:23]([C:27]([F:30])([F:29])[F:28])[CH:22]=3)[C:11](=[S:31])[NH:10]2)=[CH:5][CH:4]=1)#[N:2].Cl.Cl[CH2:34][C:35]1[CH:36]=[N:37][CH:38]=[CH:39][CH:40]=1.C(=O)([O-])[O-].[K+].[K+], predict the reaction product. The product is: [C:1]([C:3]1[CH:4]=[CH:5][C:6]([CH:9]2[C:14]([C:15]([O:17][CH2:18][CH3:19])=[O:16])=[C:13]([CH3:20])[N:12]([C:21]3[CH:26]=[CH:25][CH:24]=[C:23]([C:27]([F:30])([F:29])[F:28])[CH:22]=3)[C:11]([S:31][CH2:34][C:35]3[CH:36]=[N:37][CH:38]=[CH:39][CH:40]=3)=[N:10]2)=[CH:7][CH:8]=1)#[N:2].